This data is from Forward reaction prediction with 1.9M reactions from USPTO patents (1976-2016). The task is: Predict the product of the given reaction. (1) Given the reactants O=[CH:2][CH2:3][CH2:4][C:5]1[CH:10]=[CH:9][C:8]([NH:11][C:12](=[O:31])[CH2:13][CH:14]2[C:19](=[O:20])[NH:18][CH:17]=[CH:16][N:15]2[S:21]([C:24]2[CH:29]=[CH:28][C:27]([CH3:30])=[CH:26][CH:25]=2)(=[O:23])=[O:22])=[CH:7][CH:6]=1.C(Cl)CCl.[NH:36]1[CH2:41][CH2:40][CH2:39][CH2:38][CH2:37]1.[BH-](OC(C)=O)(OC(C)=O)OC(C)=O.[Na+], predict the reaction product. The product is: [O:20]=[C:19]1[NH:18][CH:17]=[CH:16][N:15]([S:21]([C:24]2[CH:25]=[CH:26][C:27]([CH3:30])=[CH:28][CH:29]=2)(=[O:23])=[O:22])[CH:14]1[CH2:13][C:12]([NH:11][C:8]1[CH:9]=[CH:10][C:5]([CH2:4][CH2:3][CH2:2][N:36]2[CH2:41][CH2:40][CH2:39][CH2:38][CH2:37]2)=[CH:6][CH:7]=1)=[O:31]. (2) Given the reactants [C:1](Br)(=[O:7])[CH2:2][CH2:3][CH2:4][CH2:5][CH3:6].[NH2:9][CH:10]([CH:14]([CH3:17])[CH2:15][CH3:16])[C:11]([O-:13])=[O:12].[Na+], predict the reaction product. The product is: [C:1]([O:12][C:11](=[O:13])[CH:10]([NH2:9])[CH:14]([CH3:17])[CH2:15][CH3:16])(=[O:7])[CH2:2][CH2:3][CH2:4][CH2:5][CH3:6]. (3) Given the reactants [C:1]([CH2:9][C:10]#[N:11])(=[O:8])[C:2]1[CH:7]=[CH:6][CH:5]=[CH:4][CH:3]=1.[H-].[Al+3].[Li+].[H-].[H-].[H-], predict the reaction product. The product is: [NH2:11][CH2:10][CH2:9][CH:1]([C:2]1[CH:7]=[CH:6][CH:5]=[CH:4][CH:3]=1)[OH:8]. (4) Given the reactants [CH3:1][O:2][C:3]1[CH:4]=[C:5]([NH:14][C:15]([CH:17]([CH2:30][CH:31]([CH3:33])[CH3:32])[CH2:18][NH:19]C(=O)OCC2C=CC=CC=2)=[O:16])[CH:6]=[CH:7][C:8]=1[C:9]1[O:13][CH:12]=[N:11][CH:10]=1.[OH-].[NH4+], predict the reaction product. The product is: [NH2:19][CH2:18][CH:17]([CH2:30][CH:31]([CH3:33])[CH3:32])[C:15]([NH:14][C:5]1[CH:6]=[CH:7][C:8]([C:9]2[O:13][CH:12]=[N:11][CH:10]=2)=[C:3]([O:2][CH3:1])[CH:4]=1)=[O:16]. (5) Given the reactants [F:1][C:2]1([F:30])[CH2:7][CH2:6][N:5]([CH:8]([C:24]2[CH:29]=[CH:28][CH:27]=[CH:26][CH:25]=2)[CH2:9][NH:10][CH2:11][C:12]2[C:13](=[O:23])[N:14]([CH3:22])[C:15]3[C:20]([CH:21]=2)=[CH:19][CH:18]=[CH:17][CH:16]=3)[CH2:4][CH2:3]1.CN(C(ON1N=NC2C=CC=NC1=2)=[N+](C)C)C.F[P-](F)(F)(F)(F)F.[CH:55]1([C:61](O)=[O:62])[CH2:60][CH2:59][CH2:58][CH2:57][CH2:56]1.CCN(C(C)C)C(C)C, predict the reaction product. The product is: [F:30][C:2]1([F:1])[CH2:3][CH2:4][N:5]([CH:8]([C:24]2[CH:29]=[CH:28][CH:27]=[CH:26][CH:25]=2)[CH2:9][N:10]([CH2:11][C:12]2[C:13](=[O:23])[N:14]([CH3:22])[C:15]3[C:20]([CH:21]=2)=[CH:19][CH:18]=[CH:17][CH:16]=3)[C:61]([CH:55]2[CH2:60][CH2:59][CH2:58][CH2:57][CH2:56]2)=[O:62])[CH2:6][CH2:7]1.